This data is from Reaction yield outcomes from USPTO patents with 853,638 reactions. The task is: Predict the reaction yield, written as a fraction of the theoretical maximum amount of product (1.0 means a 100% yield; for example, 0.34 means a 34% yield). (1) The reactants are Cl.[CH3:2][O:3][C:4]([C:6]1[CH:11]=[CH:10][CH:9]=[C:8]([C:12]2[O:16][C:15]([C:17](=[O:27])[CH2:18][CH2:19][CH2:20][CH:21]3[CH2:26][CH2:25][NH:24][CH2:23][CH2:22]3)=[N:14][CH:13]=2)[N:7]=1)=[O:5].CCN(CC)CC.[CH:35]([C:38]1[CH:45]=[CH:44][C:41]([CH:42]=O)=[CH:40][CH:39]=1)([CH3:37])[CH3:36].[BH-](OC(C)=O)(OC(C)=O)OC(C)=O.[Na+]. The catalyst is C(Cl)Cl.[OH-].[Na+]. The product is [CH3:2][O:3][C:4]([C:6]1[CH:11]=[CH:10][CH:9]=[C:8]([C:12]2[O:16][C:15]([C:17](=[O:27])[CH2:18][CH2:19][CH2:20][CH:21]3[CH2:22][CH2:23][N:24]([CH2:42][C:41]4[CH:44]=[CH:45][C:38]([CH:35]([CH3:37])[CH3:36])=[CH:39][CH:40]=4)[CH2:25][CH2:26]3)=[N:14][CH:13]=2)[N:7]=1)=[O:5]. The yield is 0.590. (2) The reactants are [C:1]([O:7][CH2:8][CH3:9])(=[O:6])[CH2:2][C:3]([OH:5])=O.N1C=CC=CC=1C1C=CC=CN=1.[Li]CCCC.[CH3:27][C:28](C)([CH:32]=[CH2:33])[C:29](Cl)=O. The catalyst is C1COCC1.CCOCC. The product is [CH2:8]([O:7][C:1](=[O:6])[CH2:2][C:3](=[O:5])[C:28]([CH3:29])([CH3:27])[CH:32]=[CH2:33])[CH3:9]. The yield is 0.980. (3) The reactants are Br[C:2]1[C:3]2[O:12][C:11]([CH2:13][N:14]3[CH2:19][CH2:18][N:17]([S:20]([CH3:23])(=[O:22])=[O:21])[CH2:16][C@H:15]3[CH3:24])=[CH:10][C:4]=2[C:5](=[O:9])[N:6]([CH3:8])[CH:7]=1.[O:25]1[CH2:28][CH:27]([CH2:29][O:30][C:31]2[CH:32]=[N:33][CH:34]=[CH:35][C:36]=2B2OC(C)(C)C(C)(C)O2)[CH2:26]1.C(=O)([O-])[O-].[K+].[K+]. The catalyst is C1C=CC([P]([Pd]([P](C2C=CC=CC=2)(C2C=CC=CC=2)C2C=CC=CC=2)([P](C2C=CC=CC=2)(C2C=CC=CC=2)C2C=CC=CC=2)[P](C2C=CC=CC=2)(C2C=CC=CC=2)C2C=CC=CC=2)(C2C=CC=CC=2)C2C=CC=CC=2)=CC=1. The product is [CH3:8][N:6]1[CH:7]=[C:2]([C:36]2[CH:35]=[CH:34][N:33]=[CH:32][C:31]=2[O:30][CH2:29][CH:27]2[CH2:26][O:25][CH2:28]2)[C:3]2[O:12][C:11]([CH2:13][N:14]3[CH2:19][CH2:18][N:17]([S:20]([CH3:23])(=[O:22])=[O:21])[CH2:16][C@H:15]3[CH3:24])=[CH:10][C:4]=2[C:5]1=[O:9]. The yield is 0.136. (4) The reactants are Cl[CH2:2][C:3]1[CH:8]=[CH:7][CH:6]=[CH:5][C:4]=1[CH2:9][C:10]([OH:12])=[O:11].[NH:13]1[CH2:18][CH2:17][O:16][CH2:15][CH2:14]1. The catalyst is C1COCC1.C(OCC)(=O)C. The product is [O:16]1[CH2:17][CH2:18][N:13]([CH2:2][C:3]2[CH:8]=[CH:7][CH:6]=[CH:5][C:4]=2[CH2:9][C:10]([OH:12])=[O:11])[CH2:14][CH2:15]1. The yield is 0.870. (5) The reactants are [Cl:1][C:2]1[CH:11]=[C:10]([O:12][CH:13]([CH3:15])[CH3:14])[C:9]([NH:16][NH2:17])=[CH:8][C:3]=1[C:4]([O:6][CH3:7])=[O:5].CO[CH:20](OC)[CH2:21][CH:22](OC)OC. The catalyst is C(O)C. The product is [Cl:1][C:2]1[CH:11]=[C:10]([O:12][CH:13]([CH3:14])[CH3:15])[C:9]([N:16]2[CH:22]=[CH:21][CH:20]=[N:17]2)=[CH:8][C:3]=1[C:4]([O:6][CH3:7])=[O:5]. The yield is 0.760.